This data is from NCI-60 drug combinations with 297,098 pairs across 59 cell lines. The task is: Regression. Given two drug SMILES strings and cell line genomic features, predict the synergy score measuring deviation from expected non-interaction effect. Drug 1: CC12CCC3C(C1CCC2O)C(CC4=C3C=CC(=C4)O)CCCCCCCCCS(=O)CCCC(C(F)(F)F)(F)F. Drug 2: CN(CC1=CN=C2C(=N1)C(=NC(=N2)N)N)C3=CC=C(C=C3)C(=O)NC(CCC(=O)O)C(=O)O. Cell line: HOP-62. Synergy scores: CSS=16.0, Synergy_ZIP=-5.63, Synergy_Bliss=-0.138, Synergy_Loewe=-13.4, Synergy_HSA=-0.0945.